Dataset: Reaction yield outcomes from USPTO patents with 853,638 reactions. Task: Predict the reaction yield, written as a fraction of the theoretical maximum amount of product (1.0 means a 100% yield; for example, 0.34 means a 34% yield). (1) The product is [Br:11][C:8]1[CH:9]=[CH:10][C:3]([O:2][CH3:1])=[CH:4][C:5]=1[CH:6]=[O:7]. The yield is 0.870. The catalyst is C(O)(=O)C. The reactants are [CH3:1][O:2][C:3]1[CH:4]=[C:5]([CH:8]=[CH:9][CH:10]=1)[CH:6]=[O:7].[Br:11]Br.O. (2) The reactants are [CH3:1][C:2]1[N:3]=[CH:4][NH:5][CH:6]=1.[OH-].[K+].Cl[C:10]1[C:15]([N+:16]([O-:18])=[O:17])=[CH:14][CH:13]=[C:12]([O:19][CH3:20])[N:11]=1. The catalyst is CN(C)C=O. The product is [CH3:20][O:19][C:12]1[N:11]=[C:10]([N:5]2[CH:6]=[C:2]([CH3:1])[N:3]=[CH:4]2)[C:15]([N+:16]([O-:18])=[O:17])=[CH:14][CH:13]=1. The yield is 0.930. (3) The reactants are [H-].[Na+].[CH2:3]([O:6][NH:7][C:8](=[O:14])[O:9][C:10]([CH3:13])([CH3:12])[CH3:11])[CH:4]=[CH2:5].I[CH3:16]. The catalyst is O1CCCC1.O. The product is [CH2:3]([O:6][N:7]([CH3:16])[C:8](=[O:14])[O:9][C:10]([CH3:13])([CH3:12])[CH3:11])[CH:4]=[CH2:5]. The yield is 0.990. (4) The reactants are [Cl:1][C:2]1[CH:7]=[CH:6][C:5]([CH:8]([NH:10][C:11](=[O:33])[CH2:12][N:13]2[C:21]3[CH2:20][CH2:19][N:18](C(OC(C)(C)C)=O)[CH2:17][C:16]=3[C:15]([C:29]([F:32])([F:31])[F:30])=[N:14]2)[CH3:9])=[CH:4][CH:3]=1.FC(F)(F)C(O)=O. The catalyst is C(Cl)Cl. The product is [Cl:1][C:2]1[CH:7]=[CH:6][C:5]([CH:8]([NH:10][C:11](=[O:33])[CH2:12][N:13]2[C:21]3[CH2:20][CH2:19][NH:18][CH2:17][C:16]=3[C:15]([C:29]([F:31])([F:32])[F:30])=[N:14]2)[CH3:9])=[CH:4][CH:3]=1. The yield is 0.880. (5) The reactants are [CH3:1][O:2][C:3]1[C:12]([CH2:13][CH2:14][CH3:15])=[C:11]2[C:6]([CH:7]=[C:8]([C:17]([OH:19])=O)[C:9](=[O:16])[O:10]2)=[CH:5][CH:4]=1.[F:20][C:21]1[C:22]([CH3:28])=[C:23]([NH2:27])[CH:24]=[CH:25][CH:26]=1.CN(C(ON1N=NC2C=CC=NC1=2)=[N+](C)C)C.F[P-](F)(F)(F)(F)F.C(N(C(C)C)CC)(C)C. The catalyst is CN(C=O)C. The product is [F:20][C:21]1[C:22]([CH3:28])=[C:23]([NH:27][C:17]([C:8]2[C:9](=[O:16])[O:10][C:11]3[C:6]([CH:7]=2)=[CH:5][CH:4]=[C:3]([O:2][CH3:1])[C:12]=3[CH2:13][CH2:14][CH3:15])=[O:19])[CH:24]=[CH:25][CH:26]=1. The yield is 0.500. (6) The reactants are C([O:4][C:5]1[CH:10]=[CH:9][C:8]([C:11]2[O:16][C:15]3[CH:17]=[CH:18][CH:19]=[CH:20][C:14]=3[O:13][CH:12]=2)=[CH:7][CH:6]=1)(=O)C.C1COCC1.C([O-])([O-])=O.[K+].[K+]. The catalyst is CO. The product is [O:16]1[C:11]([C:8]2[CH:7]=[CH:6][C:5]([OH:4])=[CH:10][CH:9]=2)=[CH:12][O:13][C:14]2[CH:20]=[CH:19][CH:18]=[CH:17][C:15]1=2. The yield is 0.770. (7) The reactants are [NH2:1][C:2]1[C:17]([Cl:18])=[CH:16][CH:15]=[CH:14][C:3]=1[C:4]([NH:6][C:7]1[CH:12]=[CH:11][CH:10]=[CH:9][C:8]=1[Cl:13])=[O:5].[Cl:19][CH2:20][C:21](Cl)=O. The catalyst is C(O)(=O)C. The product is [Cl:18][C:17]1[CH:16]=[CH:15][CH:14]=[C:3]2[C:2]=1[N:1]=[C:21]([CH2:20][Cl:19])[N:6]([C:7]1[CH:12]=[CH:11][CH:10]=[CH:9][C:8]=1[Cl:13])[C:4]2=[O:5]. The yield is 0.740. (8) The reactants are [C:1]([C:3]1[CH:4]=[CH:5][C:6]([CH3:41])=[C:7]([N:9]([CH2:27][C:28]([N:30]([N:32]2[CH2:40][C:39]3[C:34](=[CH:35][CH:36]=[CH:37][CH:38]=3)[CH2:33]2)[CH3:31])=[O:29])[CH2:10][C:11]([NH:13][CH2:14][CH2:15][N:16](C(OC(C)(C)C)=O)[CH:17]([CH3:19])[CH3:18])=[O:12])[CH:8]=1)#[N:2].[ClH:42].O1CCOCC1.C(OCC)C. The catalyst is ClCCl. The product is [ClH:42].[ClH:42].[C:1]([C:3]1[CH:4]=[CH:5][C:6]([CH3:41])=[C:7]([N:9]([CH2:27][C:28]([N:30]([N:32]2[CH2:33][C:34]3[C:39](=[CH:38][CH:37]=[CH:36][CH:35]=3)[CH2:40]2)[CH3:31])=[O:29])[CH2:10][C:11]([NH:13][CH2:14][CH2:15][NH:16][CH:17]([CH3:18])[CH3:19])=[O:12])[CH:8]=1)#[N:2]. The yield is 0.970. (9) The reactants are BrC1C=CC(N=C=S)=CC=1.[Br:11][C:12]1[CH:17]=[CH:16][C:15]([NH:18][C:19]2[O:20][C:21]3[CH:27]=[CH:26][C:25]([Cl:28])=[CH:24][C:22]=3[N:23]=2)=[CH:14][CH:13]=1.NC1C=C(Cl)C=CC=1O.O=O.[K+].O. The catalyst is C(#N)C. The product is [Br:11][C:12]1[CH:13]=[CH:14][C:15]([NH:18][C:19]2[O:20][C:21]3[CH:27]=[CH:26][C:25]([Cl:28])=[CH:24][C:22]=3[N:23]=2)=[CH:16][CH:17]=1. The yield is 0.740. (10) The reactants are [CH3:1][C:2]([OH:19])([CH3:18])[CH2:3][N:4]1[CH:8]=[C:7](B2OC(C)(C)C(C)(C)O2)[CH:6]=[N:5]1.Cl[C:21]1[C:29]2[C:24](=[CH:25][N:26]=[C:27]([C:30]3[CH:31]=[N:32][N:33]([CH3:35])[CH:34]=3)[CH:28]=2)[N:23](C2CCCCO2)[N:22]=1. No catalyst specified. The product is [CH3:18][C:2]([OH:19])([CH3:1])[CH2:3][N:4]1[CH:8]=[C:7]([C:21]2[C:29]3[C:24](=[CH:25][N:26]=[C:27]([C:30]4[CH:31]=[N:32][N:33]([CH3:35])[CH:34]=4)[CH:28]=3)[NH:23][N:22]=2)[CH:6]=[N:5]1. The yield is 0.407.